Dataset: Catalyst prediction with 721,799 reactions and 888 catalyst types from USPTO. Task: Predict which catalyst facilitates the given reaction. Product: [Cl:1][C:2]1[C:3]2[N:4]([C:8]([C@H:11]3[CH2:16][CH2:15][C@H:14]([C:27]([OH:26])([CH3:28])[CH3:21])[CH2:13][CH2:12]3)=[N:9][CH:10]=2)[CH:5]=[CH:6][N:7]=1. Reactant: [Cl:1][C:2]1[C:3]2[N:4]([C:8]([C@H:11]3[CH2:16][CH2:15][C@H:14](C(OC)=O)[CH2:13][CH2:12]3)=[N:9][CH:10]=2)[CH:5]=[CH:6][N:7]=1.[CH3:21][Mg]Br.CC[O:26][CH2:27][CH3:28]. The catalyst class is: 247.